Dataset: Reaction yield outcomes from USPTO patents with 853,638 reactions. Task: Predict the reaction yield, written as a fraction of the theoretical maximum amount of product (1.0 means a 100% yield; for example, 0.34 means a 34% yield). The reactants are [C:1]([O:5][C:6]([N:8]([CH3:24])[CH2:9][CH2:10][N:11]1[C:19]2[C:14](=[CH:15][CH:16]=[C:17]([Cl:20])[CH:18]=2)[C:13]([C:21]([OH:23])=O)=[CH:12]1)=[O:7])([CH3:4])([CH3:3])[CH3:2].C(N(CC)C(C)C)(C)C.C(Cl)(=O)C(Cl)=O.[NH:40]1[CH2:45][CH2:44][CH:43]([N:46]2[C:54]3[C:49](=[CH:50][CH:51]=[CH:52][CH:53]=3)[CH2:48][C:47]2=[O:55])[CH2:42][CH2:41]1. The catalyst is CN(C)C=O. The product is [C:1]([O:5][C:6](=[O:7])[N:8]([CH2:9][CH2:10][N:11]1[C:19]2[C:14](=[CH:15][CH:16]=[C:17]([Cl:20])[CH:18]=2)[C:13]([C:21]([N:40]2[CH2:45][CH2:44][CH:43]([N:46]3[C:54]4[C:49](=[CH:50][CH:51]=[CH:52][CH:53]=4)[CH2:48][C:47]3=[O:55])[CH2:42][CH2:41]2)=[O:23])=[CH:12]1)[CH3:24])([CH3:2])([CH3:3])[CH3:4]. The yield is 0.820.